Dataset: Forward reaction prediction with 1.9M reactions from USPTO patents (1976-2016). Task: Predict the product of the given reaction. (1) Given the reactants C(OC(=O)[NH:7][C@@H:8]([CH:33]1[CH2:38][CH2:37][CH2:36][CH2:35][CH2:34]1)[C:9]([N:11]1[C@H:16]([C:17]2[CH:21]=[CH:20][N:19]([CH2:22][C:23]3[CH:28]=[CH:27][C:26]([F:29])=[CH:25][CH:24]=3)[N:18]=2)[CH2:15][N:14]2[CH2:30][CH2:31][CH2:32][C@@H:13]2[CH2:12]1)=[O:10])(C)(C)C.C(OCC)(=O)C.Cl, predict the reaction product. The product is: [CH:33]1([C@H:8]([NH2:7])[C:9]([N:11]2[C@H:16]([C:17]3[CH:21]=[CH:20][N:19]([CH2:22][C:23]4[CH:24]=[CH:25][C:26]([F:29])=[CH:27][CH:28]=4)[N:18]=3)[CH2:15][N:14]3[CH2:30][CH2:31][CH2:32][C@@H:13]3[CH2:12]2)=[O:10])[CH2:38][CH2:37][CH2:36][CH2:35][CH2:34]1. (2) Given the reactants N1CCC[C@H]1C(O)=O.[N:9]1([C:14]2[CH:21]=[CH:20][C:17]([CH:18]=O)=[CH:16][CH:15]=2)[CH:13]=[CH:12][CH:11]=[N:10]1.[CH3:22][C:23]1([CH3:31])[O:28][C:27](=[O:29])[CH2:26][C:25](=[O:30])[O:24]1.CC1NC(C)=C(C(OCC)=O)CC=1C(OCC)=O, predict the reaction product. The product is: [N:9]1([C:14]2[CH:21]=[CH:20][C:17]([CH2:18][CH:26]3[C:27](=[O:29])[O:28][C:23]([CH3:31])([CH3:22])[O:24][C:25]3=[O:30])=[CH:16][CH:15]=2)[CH:13]=[CH:12][CH:11]=[N:10]1. (3) Given the reactants C([O:8][C@H:9]1[C@H:14]([O:15]CC2C=CC=CC=2)[C@@H:13]([O:23]CC2C=CC=CC=2)[C@H:12]([C:31]2[CH:36]=[CH:35][C:34]([Cl:37])=[C:33]([CH2:38][C:39]3[CH:44]=[CH:43][C:42]([CH2:45][CH3:46])=[CH:41][CH:40]=3)[CH:32]=2)[C@@H:11]([OH:47])[C@@H:10]1[CH2:48][O:49]CC1C=CC=CC=1)C1C=CC=CC=1.CO.ClC1C=CC=CC=1Cl.[H][H], predict the reaction product. The product is: [Cl:37][C:34]1[CH:35]=[CH:36][C:31]([C@@H:12]2[C@@H:11]([OH:47])[C@H:10]([CH2:48][OH:49])[C@@H:9]([OH:8])[C@H:14]([OH:15])[C@H:13]2[OH:23])=[CH:32][C:33]=1[CH2:38][C:39]1[CH:40]=[CH:41][C:42]([CH2:45][CH3:46])=[CH:43][CH:44]=1. (4) Given the reactants [F:1][C:2]([F:24])([F:23])[C:3]1[CH:8]=[CH:7][CH:6]=[CH:5][C:4]=1/[CH:9]=[N:10]/[C@H:11]1[CH2:15][CH2:14][N:13]([C:16]([O:18][C:19]([CH3:22])([CH3:21])[CH3:20])=[O:17])[CH2:12]1, predict the reaction product. The product is: [F:23][C:2]([F:1])([F:24])[C:3]1[CH:8]=[CH:7][CH:6]=[CH:5][C:4]=1[CH2:9][NH:10][C@H:11]1[CH2:15][CH2:14][N:13]([C:16]([O:18][C:19]([CH3:20])([CH3:22])[CH3:21])=[O:17])[CH2:12]1.